From a dataset of Reaction yield outcomes from USPTO patents with 853,638 reactions. Predict the reaction yield, written as a fraction of the theoretical maximum amount of product (1.0 means a 100% yield; for example, 0.34 means a 34% yield). (1) The reactants are [Al+3].[Cl-].[Cl-].[Cl-].C(O[C:9](=[O:11])[CH3:10])(=O)C.[C:12]1([S:18]([N:21]2[C:29]3[C:24](=[CH:25][CH:26]=[CH:27][CH:28]=3)[CH2:23][CH2:22]2)(=[O:20])=[O:19])[CH:17]=[CH:16][CH:15]=[CH:14][CH:13]=1. The catalyst is C(Cl)Cl. The product is [C:12]1([S:18]([N:21]2[C:29]3[C:24](=[CH:25][C:26]([C:9](=[O:11])[CH3:10])=[CH:27][CH:28]=3)[CH2:23][CH2:22]2)(=[O:20])=[O:19])[CH:13]=[CH:14][CH:15]=[CH:16][CH:17]=1. The yield is 0.790. (2) The reactants are [C:1]([O:9][C@H:10]1[O:24][C@H:23]([CH2:25][O:26][C:27](=[O:34])[C:28]2[CH:33]=[CH:32][CH:31]=[CH:30][CH:29]=2)[C@@H:13]([O:14][C:15](=[O:22])[C:16]2[CH:21]=[CH:20][CH:19]=[CH:18][CH:17]=2)[C@H:11]1O)(=[O:8])[C:2]1[CH:7]=[CH:6][CH:5]=[CH:4][CH:3]=1.C(N(C(F)([F:48])C1C=CC=C(C)C=1)CC)C. The catalyst is C(#N)C. The product is [C:1]([O:9][C@H:10]1[O:24][C@H:23]([CH2:25][O:26][C:27](=[O:34])[C:28]2[CH:33]=[CH:32][CH:31]=[CH:30][CH:29]=2)[C@@H:13]([O:14][C:15](=[O:22])[C:16]2[CH:21]=[CH:20][CH:19]=[CH:18][CH:17]=2)[C@H:11]1[F:48])(=[O:8])[C:2]1[CH:7]=[CH:6][CH:5]=[CH:4][CH:3]=1. The yield is 0.550. (3) The reactants are Cl[C:2]1[CH:24]=[CH:23][C:5]2[N:6]([CH:10]3[CH2:15][CH2:14][N:13]([C:16]([O:18][C:19]([CH3:22])([CH3:21])[CH3:20])=[O:17])[CH2:12][CH2:11]3)[C:7](=O)[NH:8][C:4]=2[CH:3]=1.Cl[CH2:26][C:27]1[CH:28]=[C:29]([CH:40]=[CH:41][CH:42]=1)[C:30]([O:32][CH2:33][C:34]1[CH:39]=[CH:38][CH:37]=[CH:36][CH:35]=1)=[O:31].[C:43](=O)([O-])[O-:44].[K+].[K+]. The catalyst is CN(C)C=O. The product is [CH2:33]([O:32][C:30]([C:29]1[CH:28]=[C:27]([CH:42]=[CH:41][CH:40]=1)[CH2:26][N:8]1[C:43](=[O:44])[C:10]2([CH2:11][CH2:12][N:13]([C:16]([O:18][C:19]([CH3:22])([CH3:20])[CH3:21])=[O:17])[CH2:14][CH2:15]2)[N:6]([C:5]2[CH:23]=[CH:24][CH:2]=[CH:3][CH:4]=2)[CH2:7]1)=[O:31])[C:34]1[CH:39]=[CH:38][CH:37]=[CH:36][CH:35]=1. The yield is 0.856. (4) The catalyst is CS(C)=O.CO. The reactants are Cl[C:2]1[N:3]=[CH:4][C:5]([C:8]([NH:10][C:11]2[NH:12][N:13]=[C:14]([CH2:16][CH2:17][C:18]3[CH:23]=[C:22]([O:24][CH3:25])[CH:21]=[C:20]([O:26][CH3:27])[CH:19]=3)[CH:15]=2)=[O:9])=[N:6][CH:7]=1.[CH3:28][N:29]1[C@@H:34]([CH3:35])[CH2:33][NH:32][CH2:31][C@H:30]1[CH3:36].C[C@H]1CNC[C@@H](C)N1CC#N.C(N(C(C)C)C(C)C)C. The product is [CH3:27][O:26][C:20]1[CH:19]=[C:18]([CH2:17][CH2:16][C:14]2[CH:15]=[C:11]([NH:10][C:8]([C:5]3[CH:4]=[N:3][C:2]([N:32]4[CH2:33][C@H:34]([CH3:35])[N:29]([CH3:28])[C@H:30]([CH3:36])[CH2:31]4)=[CH:7][N:6]=3)=[O:9])[NH:12][N:13]=2)[CH:23]=[C:22]([O:24][CH3:25])[CH:21]=1. The yield is 0.730. (5) The reactants are [Cl:1][C:2]1[CH:3]=[C:4]([CH:6]=[CH:7][C:8]=1[N+:9]([O-:11])=[O:10])[NH2:5].[CH3:12][S:13](Cl)(=[O:15])=[O:14].N1C=CC=CC=1. The catalyst is C1COCC1.Cl. The product is [Cl:1][C:2]1[CH:3]=[C:4]([NH:5][S:13]([CH3:12])(=[O:15])=[O:14])[CH:6]=[CH:7][C:8]=1[N+:9]([O-:11])=[O:10]. The yield is 1.00. (6) The reactants are Cl[C:2]([Cl:30])(Cl)[C:3](=N)[O:4][C@H:5]1[O:22][C@H:21]([CH2:23][O:24][C:25](=[O:27])[CH3:26])[C@@H:16]([O:17][C:18](=[O:20])[CH3:19])[C@H:11]([O:12][C:13](=[O:15])[CH3:14])[C@@H:6]1[O:7][C:8](=[O:10])[CH3:9].[Br:31][C:32]1[CH:37]=CC(O)=[C:34](Cl)[CH:33]=1.[Si](OS(C(F)(F)F)(=O)=O)(C)(C)C. The catalyst is C1(C)C=CC=CC=1. The product is [C:8]([O:7][C@H:6]1[C@@H:11]([O:12][C:13](=[O:15])[CH3:14])[C@H:16]([O:17][C:18](=[O:20])[CH3:19])[C@@H:21]([CH2:23][O:24][C:25](=[O:27])[CH3:26])[O:22][C@@H:5]1[O:4][C:3]1[CH:34]=[CH:33][C:32]([Br:31])=[CH:37][C:2]=1[Cl:30])(=[O:10])[CH3:9]. The yield is 0.850. (7) The reactants are CC[O-].[Na+].[F:5][CH2:6][CH2:7][O:8][C:9]1[CH:14]=[CH:13][C:12]([N+:15]([O-:17])=[O:16])=[C:11]([CH3:18])[CH:10]=1.[C:19](OCC)(=[O:25])[C:20]([O:22][CH2:23][CH3:24])=[O:21].O. The catalyst is CCO.CCOCC. The product is [F:5][CH2:6][CH2:7][O:8][C:9]1[CH:14]=[CH:13][C:12]([N+:15]([O-:17])=[O:16])=[C:11]([CH2:18][C:19](=[O:25])[C:20]([O:22][CH2:23][CH3:24])=[O:21])[CH:10]=1. The yield is 0.640. (8) The reactants are [N+:1]([C:4]1[CH:9]=[CH:8][C:7]([CH2:10][CH2:11][N:12]=[CH:13][C:14]2[CH:19]=[CH:18][C:17]([N+:20]([O-])=O)=[CH:16][CH:15]=2)=[CH:6][CH:5]=1)([O-])=O.[H][H]. The catalyst is [C].[Pd].CN(C=O)C. The product is [NH2:1][C:4]1[CH:9]=[CH:8][C:7]([CH2:10][CH2:11][NH:12][CH2:13][C:14]2[CH:15]=[CH:16][C:17]([NH2:20])=[CH:18][CH:19]=2)=[CH:6][CH:5]=1. The yield is 1.00.